Task: Predict the reaction yield, written as a fraction of the theoretical maximum amount of product (1.0 means a 100% yield; for example, 0.34 means a 34% yield).. Dataset: Reaction yield outcomes from USPTO patents with 853,638 reactions (1) The reactants are [NH2:1][C@:2]12[CH2:9][CH:8]([F:10])[CH2:7][C@@H:6]1[C:5](=O)[N:4]([C@@H:12]([C:14]1[CH:19]=[CH:18][CH:17]=[CH:16][CH:15]=1)[CH3:13])[CH2:3]2.COCCO[AlH2-]OCCOC.[Na+].[OH-].[Na+].[C:34](O[C:34]([O:36][C:37]([CH3:40])([CH3:39])[CH3:38])=[O:35])([O:36][C:37]([CH3:40])([CH3:39])[CH3:38])=[O:35]. The catalyst is C1(C)C=CC=CC=1. The product is [C:37]([O:36][C:34]([NH:1][C@:2]12[CH2:9][CH:8]([F:10])[CH2:7][C@H:6]1[CH2:5][N:4]([C@@H:12]([C:14]1[CH:19]=[CH:18][CH:17]=[CH:16][CH:15]=1)[CH3:13])[CH2:3]2)=[O:35])([CH3:40])([CH3:39])[CH3:38]. The yield is 0.710. (2) The reactants are [CH2:1]([S:8][CH:9]([CH:34]=O)[CH2:10][NH:11][C:12]([C:14]1[NH:15][C:16]2[C:21]([CH:22]=1)=[CH:20][CH:19]=[CH:18][C:17]=2[N:23]([CH3:33])[S:24]([C:27]1[CH:32]=[CH:31][CH:30]=[CH:29][N:28]=1)(=[O:26])=[O:25])=[O:13])[C:2]1[CH:7]=[CH:6][CH:5]=[CH:4][CH:3]=1.[NH:36]1[CH2:41][CH2:40][S:39](=[O:43])(=[O:42])[CH2:38][CH2:37]1.C(O[BH-](OC(=O)C)OC(=O)C)(=O)C.[Na+].C(O)(=O)CC(CC(O)=O)(C(O)=O)O. The catalyst is ClCCCl. The product is [CH2:1]([S:8][CH:9]([CH2:34][N:36]1[CH2:41][CH2:40][S:39](=[O:43])(=[O:42])[CH2:38][CH2:37]1)[CH2:10][NH:11][C:12]([C:14]1[NH:15][C:16]2[C:21]([CH:22]=1)=[CH:20][CH:19]=[CH:18][C:17]=2[N:23]([CH3:33])[S:24]([C:27]1[CH:32]=[CH:31][CH:30]=[CH:29][N:28]=1)(=[O:26])=[O:25])=[O:13])[C:2]1[CH:7]=[CH:6][CH:5]=[CH:4][CH:3]=1. The yield is 1.00. (3) The reactants are [OH-].[Li+].[Br:3][C:4]1[N:8]([C:9]2[C:18]3[C:13](=[CH:14][CH:15]=[CH:16][CH:17]=3)[C:12]([C:19]#[N:20])=[CH:11][CH:10]=2)[C:7]([S:21][CH2:22][C:23]([O:25]CC)=[O:24])=[N:6][CH:5]=1. The catalyst is C1COCC1.C(O)C.O. The product is [Br:3][C:4]1[N:8]([C:9]2[C:18]3[C:13](=[CH:14][CH:15]=[CH:16][CH:17]=3)[C:12]([C:19]#[N:20])=[CH:11][CH:10]=2)[C:7]([S:21][CH2:22][C:23]([OH:25])=[O:24])=[N:6][CH:5]=1. The yield is 1.00. (4) The catalyst is ClCCl. The yield is 0.920. The reactants are CS(C)=O.C(Cl)(=O)C(Cl)=O.[CH3:11][N:12]1[CH:20]=[C:19]2[C:14]([CH:15]=[CH:16][CH:17]=[C:18]2[CH2:21][OH:22])=[N:13]1.C(N(CC)CC)C.[NH4+].[Cl-]. The product is [CH3:11][N:12]1[CH:20]=[C:19]2[C:14]([CH:15]=[CH:16][CH:17]=[C:18]2[CH:21]=[O:22])=[N:13]1. (5) The reactants are [OH:1]OS([O-])=O.[K+].[C:7]([C:11]1[N:15]([CH2:16][CH:17]2[CH2:22][CH2:21][O:20][CH2:19][CH2:18]2)[C:14]2[CH:23]=[CH:24][C:25]([S:27]([N:30]3[CH:34]=[C:33]([CH:35]=[O:36])[CH:32]=[N:31]3)(=[O:29])=[O:28])=[CH:26][C:13]=2[N:12]=1)([CH3:10])([CH3:9])[CH3:8]. The catalyst is CN(C=O)C. The product is [C:7]([C:11]1[N:15]([CH2:16][CH:17]2[CH2:22][CH2:21][O:20][CH2:19][CH2:18]2)[C:14]2[CH:23]=[CH:24][C:25]([S:27]([N:30]3[CH:34]=[C:33]([C:35]([OH:1])=[O:36])[CH:32]=[N:31]3)(=[O:29])=[O:28])=[CH:26][C:13]=2[N:12]=1)([CH3:10])([CH3:8])[CH3:9]. The yield is 0.740. (6) The reactants are Cl.[NH2:2][C@H:3]([C:6]([OH:8])=[O:7])[CH2:4][SH:5].[C:9](Cl)([C:22]1[CH:27]=[CH:26][CH:25]=[CH:24][CH:23]=1)([C:16]1[CH:21]=[CH:20][CH:19]=[CH:18][CH:17]=1)[C:10]1[CH:15]=[CH:14][CH:13]=[CH:12][CH:11]=1.C([O-])(=O)C.[Na+]. The catalyst is CN(C=O)C. The product is [C:9]([S:5][CH2:4][C@@H:3]([C:6]([OH:8])=[O:7])[NH2:2])([C:10]1[CH:15]=[CH:14][CH:13]=[CH:12][CH:11]=1)([C:22]1[CH:23]=[CH:24][CH:25]=[CH:26][CH:27]=1)[C:16]1[CH:17]=[CH:18][CH:19]=[CH:20][CH:21]=1. The yield is 0.890. (7) The reactants are [CH2:1]([O:8][C:9]1[CH:10]=[C:11]([NH:23][CH2:24][C:25]2[CH:30]=[CH:29][C:28]([F:31])=[CH:27][CH:26]=2)[N:12]=[N:13][C:14]=1[O:15][CH2:16][C:17]1[CH:22]=[CH:21][CH:20]=[CH:19][CH:18]=1)[C:2]1[CH:7]=[CH:6][CH:5]=[CH:4][CH:3]=1.[H-].[Na+].I[CH3:35].O. The catalyst is CN(C)C=O. The product is [CH2:1]([O:8][C:9]1[CH:10]=[C:11]([N:23]([CH2:24][C:25]2[CH:26]=[CH:27][C:28]([F:31])=[CH:29][CH:30]=2)[CH3:35])[N:12]=[N:13][C:14]=1[O:15][CH2:16][C:17]1[CH:22]=[CH:21][CH:20]=[CH:19][CH:18]=1)[C:2]1[CH:3]=[CH:4][CH:5]=[CH:6][CH:7]=1. The yield is 0.640.